From a dataset of Reaction yield outcomes from USPTO patents with 853,638 reactions. Predict the reaction yield, written as a fraction of the theoretical maximum amount of product (1.0 means a 100% yield; for example, 0.34 means a 34% yield). The reactants are [Cl:1][C:2]1[CH:7]=[CH:6][C:5]([N:8]([CH2:15][CH3:16])[CH:9]2[CH2:14][CH2:13][NH:12][CH2:11][CH2:10]2)=[CH:4][CH:3]=1.N1C(C)=CC=CC=1C.[I-].[K+].Br[CH2:28][CH2:29][CH:30]=[C:31]1[C:37]2[CH:38]=[CH:39][CH:40]=[N:41][C:36]=2[CH2:35][O:34][C:33]2[CH:42]=[CH:43][C:44]([C:46]([OH:49])([CH3:48])[CH3:47])=[CH:45][C:32]1=2. The catalyst is C(O)(C)C. The product is [Cl:1][C:2]1[CH:7]=[CH:6][C:5]([N:8]([CH2:15][CH3:16])[CH:9]2[CH2:14][CH2:13][N:12]([CH2:28][CH2:29][CH:30]=[C:31]3[C:37]4[CH:38]=[CH:39][CH:40]=[N:41][C:36]=4[CH2:35][O:34][C:33]4[CH:42]=[CH:43][C:44]([C:46]([OH:49])([CH3:48])[CH3:47])=[CH:45][C:32]3=4)[CH2:11][CH2:10]2)=[CH:4][CH:3]=1. The yield is 0.340.